Predict the reactants needed to synthesize the given product. From a dataset of Full USPTO retrosynthesis dataset with 1.9M reactions from patents (1976-2016). (1) Given the product [CH2:30]([O:37][C:38]([C@@H:39]1[CH2:43][CH2:42][CH2:41][N:40]1[C:19](=[O:20])[C:18]1[CH:17]=[CH:16][C:15]([S:12](=[O:13])(=[O:14])[NH:11][C:6]2[CH:7]=[CH:8][CH:9]=[CH:10][C:5]=2[O:4][C:3]2[CH:24]=[CH:25][C:26]([Cl:28])=[CH:27][C:2]=2[Cl:1])=[CH:23][CH:22]=1)=[O:44])[C:31]1[CH:32]=[CH:33][CH:34]=[CH:35][CH:36]=1, predict the reactants needed to synthesize it. The reactants are: [Cl:1][C:2]1[CH:27]=[C:26]([Cl:28])[CH:25]=[CH:24][C:3]=1[O:4][C:5]1[CH:10]=[CH:9][CH:8]=[CH:7][C:6]=1[NH:11][S:12]([C:15]1[CH:23]=[CH:22][C:18]([C:19](O)=[O:20])=[CH:17][CH:16]=1)(=[O:14])=[O:13].Cl.[CH2:30]([O:37][C:38](=[O:44])[C@@H:39]1[CH2:43][CH2:42][CH2:41][NH:40]1)[C:31]1[CH:36]=[CH:35][CH:34]=[CH:33][CH:32]=1. (2) Given the product [Cl:1][C:2]1[CH:3]=[N:4][C:5]2[C:10]([C:11]=1[CH2:12][CH2:13][C@H:14]1[CH2:19][CH2:18][C@H:17]([NH:20][CH2:21][C:22]3[CH:23]=[CH:24][C:25]4[O:26][CH2:27][C:28](=[O:32])[NH:29][C:30]=4[N:31]=3)[CH2:16][N:15]1[CH2:33][C:34]([OH:36])=[O:35])=[N:9][C:8]([O:41][CH3:42])=[CH:7][CH:6]=2, predict the reactants needed to synthesize it. The reactants are: [Cl:1][C:2]1[CH:3]=[N:4][C:5]2[C:10]([C:11]=1[CH2:12][CH2:13][C@H:14]1[CH2:19][CH2:18][C@H:17]([NH:20][CH2:21][C:22]3[CH:23]=[CH:24][C:25]4[O:26][CH2:27][C:28](=[O:32])[NH:29][C:30]=4[N:31]=3)[CH2:16][N:15]1[CH2:33][C:34]([O:36]C(C)(C)C)=[O:35])=[N:9][C:8]([O:41][CH3:42])=[CH:7][CH:6]=2.Cl.O1CCOCC1. (3) Given the product [C:1]([O:4][CH2:5][C:6]1[CH:7]=[CH:8][C:9]2[O:14][C:13](=[O:15])[C:12]([C:16]([O:18][C:23]3[CH:24]=[CH:25][CH:26]=[CH:27][C:22]=3[C:20]#[N:21])=[O:17])=[CH:11][C:10]=2[CH:19]=1)(=[O:3])[CH3:2], predict the reactants needed to synthesize it. The reactants are: [C:1]([O:4][CH2:5][C:6]1[CH:7]=[CH:8][C:9]2[O:14][C:13](=[O:15])[C:12]([C:16]([OH:18])=[O:17])=[CH:11][C:10]=2[CH:19]=1)(=[O:3])[CH3:2].[C:20]([C:22]1[CH:27]=[CH:26][CH:25]=[CH:24][C:23]=1O)#[N:21].N1C=CC=CC=1. (4) Given the product [C:27]([O:31][C:32]([N:34]1[CH2:39][CH2:38][CH:37]([NH:40][C:24]([C:21]2[C:17]3[N:18]=[CH:19][N:20]=[C:15]([C:7]4[C:8]5[O:12][CH2:11][O:10][C:9]=5[CH:13]=[CH:14][C:6]=4[O:5][CH2:4][CH2:3][O:2][CH3:1])[C:16]=3[NH:23][CH:22]=2)=[O:26])[CH2:36][CH2:35]1)=[O:33])([CH3:30])([CH3:28])[CH3:29], predict the reactants needed to synthesize it. The reactants are: [CH3:1][O:2][CH2:3][CH2:4][O:5][C:6]1[CH:14]=[CH:13][C:9]2[O:10][CH2:11][O:12][C:8]=2[C:7]=1[C:15]1[C:16]2[NH:23][CH:22]=[C:21]([C:24]([OH:26])=O)[C:17]=2[N:18]=[CH:19][N:20]=1.[C:27]([O:31][C:32]([N:34]1[CH2:39][CH2:38][CH:37]([NH2:40])[CH2:36][CH2:35]1)=[O:33])([CH3:30])([CH3:29])[CH3:28]. (5) The reactants are: [CH3:1][S:2]([O:5]S(C)(=O)=O)(=O)=[O:3].C(N(CC)CC)C.[NH:17]1[CH2:22][CH2:21][CH:20]([NH:23][C:24](=[O:52])[C:25]2[CH:30]=[CH:29][C:28]([C:31]3([C:38]4[CH:43]=[CH:42][C:41]([O:44][CH2:45][C:46]5[CH:51]=[CH:50][CH:49]=[CH:48][N:47]=5)=[CH:40][CH:39]=4)[CH2:36][CH:35]4[CH2:37][CH:32]3[CH2:33][CH2:34]4)=[CH:27][CH:26]=2)[CH2:19][CH2:18]1. Given the product [CH3:1][S:2]([N:17]1[CH2:18][CH2:19][CH:20]([NH:23][C:24](=[O:52])[C:25]2[CH:26]=[CH:27][C:28]([C:31]3([C:38]4[CH:43]=[CH:42][C:41]([O:44][CH2:45][C:46]5[CH:51]=[CH:50][CH:49]=[CH:48][N:47]=5)=[CH:40][CH:39]=4)[CH2:36][CH:35]4[CH2:37][CH:32]3[CH2:33][CH2:34]4)=[CH:29][CH:30]=2)[CH2:21][CH2:22]1)(=[O:5])=[O:3], predict the reactants needed to synthesize it. (6) Given the product [F:44][C:43]([F:45])([F:46])[C:39]1[CH:38]=[C:37]([NH:34][C:35]([N:6]2[C:7]3[C:3](=[C:2]([F:1])[C:10]([O:11][C:12]4[CH:17]=[C:16]([CH2:18][S:19]([CH3:22])(=[O:21])=[O:20])[N:15]=[CH:14][N:13]=4)=[CH:9][CH:8]=3)[CH:4]=[C:5]2[CH3:23])=[O:36])[CH:42]=[CH:41][CH:40]=1, predict the reactants needed to synthesize it. The reactants are: [F:1][C:2]1[C:10]([O:11][C:12]2[CH:17]=[C:16]([CH2:18][S:19]([CH3:22])(=[O:21])=[O:20])[N:15]=[CH:14][N:13]=2)=[CH:9][CH:8]=[C:7]2[C:3]=1[CH:4]=[C:5]([CH3:23])[NH:6]2.[Li+].C[Si]([N-][Si](C)(C)C)(C)C.[N:34]([C:37]1[CH:42]=[CH:41][CH:40]=[C:39]([C:43]([F:46])([F:45])[F:44])[CH:38]=1)=[C:35]=[O:36]. (7) The reactants are: [Cl:1][C:2]1[N:7]=[C:6](Cl)[CH:5]=[C:4]([Cl:9])[N:3]=1.[C:10]([NH2:14])([CH3:13])([CH3:12])[CH3:11].C(=O)([O-])[O-].[K+].[K+]. Given the product [C:10]([NH:14][C:6]1[CH:5]=[C:4]([Cl:9])[N:3]=[C:2]([Cl:1])[N:7]=1)([CH3:13])([CH3:12])[CH3:11], predict the reactants needed to synthesize it. (8) The reactants are: Br[C:2]1[CH:7]=[CH:6][CH:5]=[C:4]([CH2:8][O:9][CH2:10][O:11][CH3:12])[CH:3]=1.[Mg].[F:14][C:15]([F:26])([C:22]([F:25])([F:24])[F:23])[C:16](N(OC)C)=[O:17].Cl. Given the product [F:14][C:15]([F:26])([C:22]([F:25])([F:24])[F:23])[C:16]([C:2]1[CH:7]=[CH:6][CH:5]=[C:4]([CH2:8][O:9][CH2:10][O:11][CH3:12])[CH:3]=1)=[O:17], predict the reactants needed to synthesize it. (9) The reactants are: [Cl:1][C:2]1[CH:9]=[CH:8][C:5]([CH2:6][NH2:7])=[CH:4][CH:3]=1.[OH:10][C:11]1[C:16]2[CH:17]=[CH:18][S:19][C:15]=2[CH:14]=[CH:13][C:12]=1[C:20](OC)=[O:21]. Given the product [Cl:1][C:2]1[CH:9]=[CH:8][C:5]([CH2:6][NH:7][C:20]([C:12]2[CH:13]=[CH:14][C:15]3[S:19][CH:18]=[CH:17][C:16]=3[C:11]=2[OH:10])=[O:21])=[CH:4][CH:3]=1, predict the reactants needed to synthesize it. (10) Given the product [CH:1]([S:4]([C:7]1[CH:12]=[CH:11][CH:10]=[CH:9][C:8]=1[CH:13]([OH:15])[CH3:14])(=[O:6])=[O:5])([CH3:3])[CH3:2], predict the reactants needed to synthesize it. The reactants are: [CH:1]([S:4]([C:7]1[CH:12]=[CH:11][CH:10]=[CH:9][C:8]=1[C:13](=[O:15])[CH3:14])(=[O:6])=[O:5])([CH3:3])[CH3:2].[BH4-].[Na+].